This data is from Peptide-MHC class I binding affinity with 185,985 pairs from IEDB/IMGT. The task is: Regression. Given a peptide amino acid sequence and an MHC pseudo amino acid sequence, predict their binding affinity value. This is MHC class I binding data. (1) The MHC is Mamu-B08 with pseudo-sequence Mamu-B08. The peptide sequence is LGPHYTPKIV. The binding affinity (normalized) is 0. (2) The peptide sequence is SEMGANFRA. The MHC is HLA-B44:02 with pseudo-sequence HLA-B44:02. The binding affinity (normalized) is 0.0262. (3) The MHC is Mamu-B8701 with pseudo-sequence Mamu-B8701. The binding affinity (normalized) is 0.353. The peptide sequence is LDPGPLEQF. (4) The peptide sequence is CTSEIQNVT. The MHC is HLA-A02:06 with pseudo-sequence HLA-A02:06. The binding affinity (normalized) is 0.147. (5) The peptide sequence is ASMDNTSPM. The MHC is HLA-C07:01 with pseudo-sequence HLA-C07:01. The binding affinity (normalized) is 0.413. (6) The peptide sequence is EEMLTACQGV. The MHC is Mamu-A11 with pseudo-sequence Mamu-A11. The binding affinity (normalized) is 0.455. (7) The peptide sequence is VSSAVPTSW. The MHC is HLA-B57:01 with pseudo-sequence HLA-B57:01. The binding affinity (normalized) is 0.592. (8) The peptide sequence is YIDNTTSWY. The MHC is HLA-A30:01 with pseudo-sequence HLA-A30:01. The binding affinity (normalized) is 0.0847.